From a dataset of Reaction yield outcomes from USPTO patents with 853,638 reactions. Predict the reaction yield, written as a fraction of the theoretical maximum amount of product (1.0 means a 100% yield; for example, 0.34 means a 34% yield). (1) The reactants are [CH3:1][O:2][C:3]1[CH:8]=[CH:7][CH:6]=[CH:5][C:4]=1[N:9]1[CH2:14][CH2:13][N:12]([CH2:15][C@H:16]([NH2:24])[CH2:17][C:18]2[CH:23]=[CH:22][N:21]=[CH:20][CH:19]=2)[CH2:11][CH2:10]1.C(N(CC)CC)C.[CH3:32][C:33]1([C:39](Cl)=[O:40])[CH2:38][CH2:37][CH2:36][CH2:35][CH2:34]1. The catalyst is ClCCl. The product is [CH3:1][O:2][C:3]1[CH:8]=[CH:7][CH:6]=[CH:5][C:4]=1[N:9]1[CH2:14][CH2:13][N:12]([CH2:15][C@H:16]([NH:24][C:39]([C:33]2([CH3:32])[CH2:38][CH2:37][CH2:36][CH2:35][CH2:34]2)=[O:40])[CH2:17][C:18]2[CH:19]=[CH:20][N:21]=[CH:22][CH:23]=2)[CH2:11][CH2:10]1. The yield is 0.690. (2) The reactants are [CH3:1][O:2][C:3]([C:5]1([C:8]2[CH:13]=[CH:12][C:11]([OH:14])=[CH:10][CH:9]=2)[CH2:7][CH2:6]1)=[O:4].[C:15]([O:19][C:20](=[O:23])[CH:21]=[CH2:22])([CH3:18])([CH3:17])[CH3:16]. No catalyst specified. The product is [CH3:1][O:2][C:3]([C:5]1([C:8]2[CH:9]=[CH:10][C:11]([O:14][CH2:22][CH2:21][C:20]([O:19][C:15]([CH3:18])([CH3:17])[CH3:16])=[O:23])=[CH:12][CH:13]=2)[CH2:6][CH2:7]1)=[O:4]. The yield is 0.540. (3) The reactants are C[O:2][C:3]([C:5]1[CH:6]=[C:7]([Cl:32])[CH:8]=[C:9]2[C:14]=1[NH:13][CH:12]([C:15]1[CH:16]=[C:17]([C:21]3[CH:26]=[CH:25][C:24]([CH:27]([CH3:29])[CH3:28])=[CH:23][CH:22]=3)[CH:18]=[CH:19][CH:20]=1)[C:11]([CH3:31])([CH3:30])[CH2:10]2)=[O:4].[OH-].[Na+].Cl. The catalyst is CO.O1CCCC1.O. The product is [Cl:32][C:7]1[CH:8]=[C:9]2[C:14](=[C:5]([C:3]([OH:4])=[O:2])[CH:6]=1)[NH:13][CH:12]([C:15]1[CH:16]=[C:17]([C:21]3[CH:22]=[CH:23][C:24]([CH:27]([CH3:28])[CH3:29])=[CH:25][CH:26]=3)[CH:18]=[CH:19][CH:20]=1)[C:11]([CH3:30])([CH3:31])[CH2:10]2. The yield is 0.900. (4) The reactants are [NH2:1][C:2](=[O:40])[CH2:3][C:4]1[CH:39]=[CH:38][CH:37]=[CH:36][C:5]=1[CH2:6][CH2:7][C:8]1[C:13]([C:14]([F:17])([F:16])[F:15])=[CH:12][N:11]=[C:10]([NH:18][C:19]2[CH:20]=[C:21]3[C:26](=[CH:27][CH:28]=2)[CH2:25][N:24](C(OC(C)(C)C)=O)[CH2:23][CH2:22]3)[N:9]=1.C(O)(C(F)(F)F)=O. The catalyst is C(Cl)Cl. The product is [CH2:25]1[C:26]2[C:21](=[CH:20][C:19]([NH:18][C:10]3[N:9]=[C:8]([CH2:7][CH2:6][C:5]4[CH:36]=[CH:37][CH:38]=[CH:39][C:4]=4[CH2:3][C:2]([NH2:1])=[O:40])[C:13]([C:14]([F:16])([F:17])[F:15])=[CH:12][N:11]=3)=[CH:28][CH:27]=2)[CH2:22][CH2:23][NH:24]1. The yield is 0.740. (5) The reactants are CCN(C(C)C)C(C)C.Cl.[NH2:11][C@@H:12]([CH:20]([CH3:22])[CH3:21])[C:13]([O:15][C:16]([CH3:19])([CH3:18])[CH3:17])=[O:14].Cl[C:24]([O:26][CH3:27])=[O:25]. The catalyst is C1COCC1. The product is [CH3:27][O:26][C:24]([NH:11][C@@H:12]([CH:20]([CH3:22])[CH3:21])[C:13]([O:15][C:16]([CH3:17])([CH3:19])[CH3:18])=[O:14])=[O:25]. The yield is 0.990. (6) The reactants are Cl.[CH3:2][O:3][NH2:4].[C:5]([C:8]1[C:16]2[S:15][C:14]([NH:17][C:18]([NH:20][CH2:21][CH3:22])=[O:19])=[N:13][C:12]=2[CH:11]=[C:10]([O:23][CH2:24][C:25]2[CH:30]=[CH:29][CH:28]=[CH:27][CH:26]=2)[CH:9]=1)(=O)[CH3:6]. The catalyst is CN(C=O)C. The product is [CH2:24]([O:23][C:10]1[CH:9]=[C:8](/[C:5](/[CH3:6])=[N:4]/[O:3][CH3:2])[C:16]2[S:15][C:14]([NH:17][C:18]([NH:20][CH2:21][CH3:22])=[O:19])=[N:13][C:12]=2[CH:11]=1)[C:25]1[CH:26]=[CH:27][CH:28]=[CH:29][CH:30]=1. The yield is 0.780. (7) The reactants are C([Si](C)(C)[O:6][C:7]1[C:12]([CH3:13])=[CH:11][C:10]([CH:14]2[C:22]3[C:17](=[CH:18][CH:19]=[CH:20][CH:21]=3)[N:16]([CH2:23][C:24]3[CH:29]=[CH:28][CH:27]=[CH:26][C:25]=3[Cl:30])[C:15]2=[O:31])=[CH:9][C:8]=1[CH3:32])(C)(C)C.C[Si]([N-][Si](C)(C)C)(C)C.[K+].[CH3:45][O:46][C:47]1[CH:54]=[CH:53][C:50]([CH2:51]Br)=[CH:49][CH:48]=1.CCCC[N+](CCCC)(CCCC)CCCC.[F-]. The catalyst is CN(C=O)C. The product is [Cl:30][C:25]1[CH:26]=[CH:27][CH:28]=[CH:29][C:24]=1[CH2:23][N:16]1[C:17]2[C:22](=[CH:21][CH:20]=[CH:19][CH:18]=2)[C:14]([C:10]2[CH:9]=[C:8]([CH3:32])[C:7]([OH:6])=[C:12]([CH3:13])[CH:11]=2)([CH2:51][C:50]2[CH:53]=[CH:54][C:47]([O:46][CH3:45])=[CH:48][CH:49]=2)[C:15]1=[O:31]. The yield is 0.630. (8) No catalyst specified. The yield is 0.240. The reactants are [C:1]([O:4][CH2:5][C:6]1[C:11]([N:12]2[CH2:24]CC3N4C(CCCC4)=CC=3[C:13]2=[O:25])=[CH:10][C:9]([F:26])=[CH:8][C:7]=1[C:27]1[CH:32]=[C:31]([NH:33][C:34]2[CH:39]=[CH:38][C:37]([N:40]3[CH2:45][CH2:44][N:43]([CH:46]4[CH2:49][O:48][CH2:47]4)[CH2:42][C@@H:41]3[CH3:50])=[CH:36][N:35]=2)[C:30](=[O:51])[N:29]([CH3:52])[CH:28]=1)(=[O:3])[CH3:2].C(OCC1C(B2OC(C)(C)C(C)(C)O2)=CC=CC=1N1C[CH2:83][N:82]2[C:75](=[CH:76][C:77]3[CH2:78][C:79]([CH3:86])([CH3:85])[CH2:80][C:81]=32)C1=O)(=O)C.BrC1C=C(NC2C=CC(N3CCN(C4COC4)C[C@@H]3C)=CN=2)C(=O)N(C)C=1. The product is [C:1]([O:4][CH2:5][C:6]1[C:7]([C:27]2[CH:32]=[C:31]([NH:33][C:34]3[CH:39]=[CH:38][C:37]([N:40]4[CH2:45][CH2:44][N:43]([CH:46]5[CH2:47][O:48][CH2:49]5)[CH2:42][C@@H:41]4[CH3:50])=[CH:36][N:35]=3)[C:30](=[O:51])[N:29]([CH3:52])[CH:28]=2)=[CH:8][C:9]([F:26])=[CH:10][C:11]=1[N:12]1[CH2:24][CH2:83][N:82]2[C:75](=[CH:76][C:77]3[CH2:78][C:79]([CH3:86])([CH3:85])[CH2:80][C:81]=32)[C:13]1=[O:25])(=[O:3])[CH3:2]. (9) The reactants are [CH3:1][O:2][C:3]([C:5]1[C:6]2[CH:7]=[N:8][NH:9][C:10]=2[CH:11]=[C:12]([Br:14])[CH:13]=1)=[O:4].[CH2:15](Br)[CH2:16][CH3:17]. No catalyst specified. The product is [CH3:1][O:2][C:3]([C:5]1[C:6]2[CH:7]=[N:8][N:9]([CH2:15][CH2:16][CH3:17])[C:10]=2[CH:11]=[C:12]([Br:14])[CH:13]=1)=[O:4].[CH3:1][O:2][C:3]([C:5]1[C:6]2[C:10]([CH:11]=[C:12]([Br:14])[CH:13]=1)=[N:9][N:8]([CH2:15][CH2:16][CH3:17])[CH:7]=2)=[O:4]. The yield is 0.200. (10) The reactants are CO[C:3]([C:5]1[N:6]=[CH:7][C:8]2[C:13]([C:14]=1[OH:15])=[CH:12][CH:11]=[C:10]([O:16][C:17]1[CH:22]=[CH:21][CH:20]=[CH:19][CH:18]=1)[CH:9]=2)=[O:4].[OH:23][C@@H:24]([CH2:28][NH2:29])[C:25]([OH:27])=[O:26].CO. The catalyst is C[O-].[Na+]. The product is [OH:23][C@@H:24]([CH2:28][NH:29][C:3]([C:5]1[N:6]=[CH:7][C:8]2[C:13]([C:14]=1[OH:15])=[CH:12][CH:11]=[C:10]([O:16][C:17]1[CH:18]=[CH:19][CH:20]=[CH:21][CH:22]=1)[CH:9]=2)=[O:4])[C:25]([OH:27])=[O:26]. The yield is 0.920.